From a dataset of Peptide-MHC class II binding affinity with 134,281 pairs from IEDB. Regression. Given a peptide amino acid sequence and an MHC pseudo amino acid sequence, predict their binding affinity value. This is MHC class II binding data. The peptide sequence is GKIDFLNNYALFLSP. The MHC is HLA-DQA10401-DQB10402 with pseudo-sequence HLA-DQA10401-DQB10402. The binding affinity (normalized) is 0.433.